From a dataset of Reaction yield outcomes from USPTO patents with 853,638 reactions. Predict the reaction yield, written as a fraction of the theoretical maximum amount of product (1.0 means a 100% yield; for example, 0.34 means a 34% yield). (1) The reactants are [C:1]([O:5][C:6]([NH:8][C:9]1[S:13][CH:12]=[N:11][C:10]=1[C:14]([OH:16])=[O:15])=[O:7])([CH3:4])([CH3:3])[CH3:2].C1C(=O)N([Br:24])C(=O)C1. The catalyst is C(Cl)Cl. The product is [Br:24][C:12]1[S:13][C:9]([NH:8][C:6]([O:5][C:1]([CH3:4])([CH3:2])[CH3:3])=[O:7])=[C:10]([C:14]([OH:16])=[O:15])[N:11]=1. The yield is 0.700. (2) The reactants are Cl[C:2]1[C:11]2[C:6](=[CH:7][C:8]([O:14][CH3:15])=[C:9]([O:12][CH3:13])[CH:10]=2)[N:5]=[CH:4][N:3]=1.[C:16]([NH:23][CH:24]1[CH2:29][CH2:28][NH:27][CH2:26][CH2:25]1)([O:18][C:19]([CH3:22])([CH3:21])[CH3:20])=[O:17].CCN(C(C)C)C(C)C. The catalyst is CC(O)C. The product is [C:19]([O:18][C:16](=[O:17])[NH:23][CH:24]1[CH2:29][CH2:28][N:27]([C:2]2[C:11]3[C:6](=[CH:7][C:8]([O:14][CH3:15])=[C:9]([O:12][CH3:13])[CH:10]=3)[N:5]=[CH:4][N:3]=2)[CH2:26][CH2:25]1)([CH3:22])([CH3:20])[CH3:21]. The yield is 0.780. (3) The reactants are [CH3:1][NH:2][CH3:3].CS(O[CH2:9][CH2:10][CH:11]1[CH2:16][CH2:15][N:14]([C:17]2[CH:26]=[C:25]([C:27](=[O:45])[NH:28][CH2:29][C@H:30]3[CH2:35][CH2:34][C@H:33]([CH2:36][NH:37][C:38]([O:40][C:41]([CH3:44])([CH3:43])[CH3:42])=[O:39])[CH2:32][CH2:31]3)[C:24]3[C:19](=[CH:20][CH:21]=[CH:22][CH:23]=3)[N:18]=2)[CH2:13][CH2:12]1)(=O)=O. The catalyst is CN(C=O)C. The product is [CH3:1][N:2]([CH3:3])[CH2:9][CH2:10][CH:11]1[CH2:12][CH2:13][N:14]([C:17]2[CH:26]=[C:25]([C:27]([NH:28][CH2:29][C@H:30]3[CH2:35][CH2:34][C@H:33]([CH2:36][NH:37][C:38](=[O:39])[O:40][C:41]([CH3:43])([CH3:44])[CH3:42])[CH2:32][CH2:31]3)=[O:45])[C:24]3[C:19](=[CH:20][CH:21]=[CH:22][CH:23]=3)[N:18]=2)[CH2:15][CH2:16]1. The yield is 0.330. (4) The reactants are [C:1]([C:3]1[C:4]([NH2:10])=[N:5][C:6]([NH2:9])=[CH:7][CH:8]=1)#[CH:2].C([C:18]1[CH:23]=[CH:22][C:21]([CH2:24][C:25](Cl)=NO)=[C:20]([S:29][C:30]2[CH:35]=[CH:34][CH:33]=[CH:32][CH:31]=2)C=1)C1C=CC=CC=1.[CH2:36]([N:38](CC)CC)[CH3:37].[O:43]1CCCC1. No catalyst specified. The product is [CH2:20]([S:29][C:30]1[CH:31]=[CH:32][C:33]([CH2:37][C:36]2[CH:2]=[C:1]([C:3]3[C:4]([NH2:10])=[N:5][C:6]([NH2:9])=[CH:7][CH:8]=3)[O:43][N:38]=2)=[CH:34][CH:35]=1)[C:21]1[CH:22]=[CH:23][CH:18]=[CH:25][CH:24]=1. The yield is 0.550. (5) The reactants are N1CCC[C@H]1C(O)=O.[Cl:9][C:10]1[CH:17]=[CH:16][C:13]([CH:14]=[O:15])=[CH:12][C:11]=1[F:18].[Cl-].[NH4+].[CH3:21][C:22]([CH3:24])=[O:23]. No catalyst specified. The product is [Cl:9][C:10]1[CH:17]=[CH:16][C:13]([CH:14]([OH:15])[CH2:21][C:22](=[O:23])[CH3:24])=[CH:12][C:11]=1[F:18]. The yield is 0.730. (6) The reactants are C(OC([N:8]1[CH2:33][CH2:32][C:11]2([CH2:14][N:13]([C@H:15]3[C:23]4[C:18](=[CH:19][C:20]([C:24]5[CH:29]=[CH:28][C:27]([C:30]#[N:31])=[CH:26][N:25]=5)=[CH:21][CH:22]=4)[CH2:17][CH2:16]3)[CH2:12]2)[CH2:10][CH2:9]1)=O)(C)(C)C.[ClH:34]. The catalyst is O1CCOCC1. The product is [ClH:34].[ClH:34].[CH2:12]1[C:11]2([CH2:10][CH2:9][NH:8][CH2:33][CH2:32]2)[CH2:14][N:13]1[C@H:15]1[C:23]2[C:18](=[CH:19][C:20]([C:24]3[CH:29]=[CH:28][C:27]([C:30]#[N:31])=[CH:26][N:25]=3)=[CH:21][CH:22]=2)[CH2:17][CH2:16]1. The yield is 0.480. (7) The reactants are [CH3:1][CH:2]1[CH:7]([NH:8][C:9]([NH:11][C:12]2[N:13]=[C:14]3[CH:20]=[CH:19][N:18](COCC[Si](C)(C)C)[C:15]3=[N:16][CH:17]=2)=[O:10])[CH2:6][CH2:5][O:4][CH2:3]1.C(Cl)(=O)C. The catalyst is CO. The product is [CH3:1][C@H:2]1[C@@H:7]([NH:8][C:9]([NH:11][C:12]2[N:13]=[C:14]3[CH:20]=[CH:19][NH:18][C:15]3=[N:16][CH:17]=2)=[O:10])[CH2:6][CH2:5][O:4][CH2:3]1. The yield is 0.520. (8) The reactants are [Br:1][C:2]1[CH:7]=[CH:6][C:5]([S:8]([N:11]([CH3:13])[CH3:12])(=[O:10])=[O:9])=[C:4](F)[CH:3]=1.[C-:15]#[N:16].[Na+]. The catalyst is CN(C=O)C. The product is [Br:1][C:2]1[CH:7]=[CH:6][C:5]([S:8]([N:11]([CH3:13])[CH3:12])(=[O:10])=[O:9])=[C:4]([C:15]#[N:16])[CH:3]=1. The yield is 0.0700. (9) The reactants are [C:1]([O:5][C:6](=[O:31])[NH:7][C@H:8]([C:10](=O)[NH:11][C:12]1[CH:17]=[CH:16][C:15]([F:18])=[C:14]([C:19]2[CH:24]=[CH:23][CH:22]=[CH:21][N:20]=2)[C:13]=1[NH:25][CH2:26][CH2:27][O:28][CH3:29])[CH3:9])([CH3:4])([CH3:3])[CH3:2]. The catalyst is CC(O)=O. The product is [C:1]([O:5][C:6](=[O:31])[NH:7][C@H:8]([C:10]1[N:25]([CH2:26][CH2:27][O:28][CH3:29])[C:13]2[C:14]([C:19]3[CH:24]=[CH:23][CH:22]=[CH:21][N:20]=3)=[C:15]([F:18])[CH:16]=[CH:17][C:12]=2[N:11]=1)[CH3:9])([CH3:4])([CH3:3])[CH3:2]. The yield is 0.680. (10) The reactants are [Cl:1][C:2]1[C:3](O)=[C:4]([CH:8]=[CH:9][CH:10]=1)[C:5]([OH:7])=[O:6].[C:12](=O)([O-])[O-].[K+].[K+].CI.CN(C)[CH:22]=[O:23]. The catalyst is O. The product is [Cl:1][C:2]1[C:3]([O:23][CH3:22])=[C:4]([CH:8]=[CH:9][CH:10]=1)[C:5]([O:7][CH3:12])=[O:6]. The yield is 1.00.